Dataset: Forward reaction prediction with 1.9M reactions from USPTO patents (1976-2016). Task: Predict the product of the given reaction. (1) The product is: [C:5]1([C@@H:2]2[CH2:3][O:4][C:19](=[O:21])[NH:1]2)[CH:10]=[CH:9][CH:8]=[CH:7][CH:6]=1. Given the reactants [NH2:1][C@H:2]([C:5]1[CH:10]=[CH:9][CH:8]=[CH:7][CH:6]=1)[CH2:3][OH:4].CCN(CC)CC.Cl[C:19](Cl)([O:21]C(=O)OC(Cl)(Cl)Cl)Cl, predict the reaction product. (2) Given the reactants [N+:1](/[CH:4]=[CH:5]/[C:6]1[CH:11]=[CH:10][CH:9]=[CH:8][CH:7]=1)([O-:3])=[O:2].C(O)(C(F)(F)F)=O.CO[CH2:21][N:22]([CH2:28][C:29]1[CH:34]=[CH:33][CH:32]=[CH:31][CH:30]=1)[CH2:23][Si](C)(C)C, predict the reaction product. The product is: [CH2:28]([N:22]1[CH2:23][C@@H:5]([C:6]2[CH:11]=[CH:10][CH:9]=[CH:8][CH:7]=2)[C@H:4]([N+:1]([O-:3])=[O:2])[CH2:21]1)[C:29]1[CH:34]=[CH:33][CH:32]=[CH:31][CH:30]=1. (3) Given the reactants [NH2:1][C:2]1[N:10]=[CH:9][N:8]=[C:7]2[C:3]=1[N:4]=[CH:5][N:6]2[C@H:11]1[C@H:18]2[C@H:14]([O:15]C(C)(C)[O:17]2)[C@@H:13]([CH2:21][N:22]([CH3:41])[CH2:23][CH2:24][C@@H:25]([NH:27][C:28]([NH:30][C:31]2[CH:36]=[CH:35][C:34]([C:37]([CH3:40])([CH3:39])[CH3:38])=[CH:33][CH:32]=2)=[O:29])[CH3:26])[O:12]1.C([O-])([O-])=O.[K+].[K+], predict the reaction product. The product is: [NH2:1][C:2]1[N:10]=[CH:9][N:8]=[C:7]2[C:3]=1[N:4]=[CH:5][N:6]2[C@@H:11]1[O:12][C@H:13]([CH2:21][N:22]([CH3:41])[CH2:23][CH2:24][C@@H:25]([NH:27][C:28]([NH:30][C:31]2[CH:32]=[CH:33][C:34]([C:37]([CH3:38])([CH3:40])[CH3:39])=[CH:35][CH:36]=2)=[O:29])[CH3:26])[C@@H:14]([OH:15])[C@H:18]1[OH:17]. (4) Given the reactants Cl[C:2]1[S:6][N:5]=[C:4]([S:7][CH2:8][O:9][CH2:10][C:11]2[CH:16]=[CH:15][CH:14]=[CH:13][CH:12]=2)[N:3]=1.[CH3:17][C:18]1([CH3:25])[O:22][CH:21]([CH2:23][OH:24])[CH2:20][O:19]1.[H-].[Na+].[Cl-].[Na+], predict the reaction product. The product is: [CH3:17][C:18]1([CH3:25])[O:22][CH:21]([CH2:23][O:24][C:2]2[S:6][N:5]=[C:4]([S:7][CH2:8][O:9][CH2:10][C:11]3[CH:16]=[CH:15][CH:14]=[CH:13][CH:12]=3)[N:3]=2)[CH2:20][O:19]1. (5) Given the reactants [OH:1][C:2]([C:4]([F:7])([F:6])[F:5])=[O:3].Cl[C:9]1[N:14]=[N:13][C:12]([O:15][CH2:16][CH2:17][C@@H:18]([N:20]([C:35]([C@H:37]2[CH2:42][CH2:41][C@H:40]([CH3:43])[CH2:39][CH2:38]2)=[O:36])[C:21]2[CH:25]=[C:24]([C:26]#[C:27][C:28]([CH3:31])([CH3:30])[CH3:29])[S:23][C:22]=2[C:32]([OH:34])=[O:33])[CH3:19])=[CH:11][CH:10]=1.CC([O-])=[O:46].[Na+], predict the reaction product. The product is: [OH:3][C:2]([C:4]([F:7])([F:6])[F:5])=[O:1].[CH3:29][C:28]([CH3:31])([CH3:30])[C:27]#[C:26][C:24]1[S:23][C:22]([C:32]([OH:34])=[O:33])=[C:21]([N:20]([C@@H:18]([CH3:19])[CH2:17][CH2:16][O:15][C:12]2[N:13]=[N:14][C:9]([OH:46])=[CH:10][CH:11]=2)[C:35]([C@H:37]2[CH2:42][CH2:41][C@H:40]([CH3:43])[CH2:39][CH2:38]2)=[O:36])[CH:25]=1.